From a dataset of M1 muscarinic receptor antagonist screen with 61,756 compounds. Binary Classification. Given a drug SMILES string, predict its activity (active/inactive) in a high-throughput screening assay against a specified biological target. (1) The compound is s1cc(n(CC(OCC(=O)NCc2occc2)=O)c1=S)c1ccc(cc1)C. The result is 0 (inactive). (2) The drug is Clc1cc(N2CCN(CC2)CC(=O)Nc2cc3[nH]c(=O)[nH]c3cc2)c(cc1)C. The result is 0 (inactive). (3) The compound is O=C1N(C(\C(C1=O)=C(\O)c1ccncc1)c1cc(OC)ccc1)CCCN(C)C. The result is 0 (inactive). (4) The compound is O(CCCNC(=O)Cc1c(OC)cccc1)CCCC. The result is 0 (inactive). (5) The drug is O=C1N(C2CCCCC2)C(=O)/C(C(=O)N1C1CCCCC1)=C\NCCN1CCN(CC1)C(=O)CC. The result is 0 (inactive).